Dataset: Reaction yield outcomes from USPTO patents with 853,638 reactions. Task: Predict the reaction yield, written as a fraction of the theoretical maximum amount of product (1.0 means a 100% yield; for example, 0.34 means a 34% yield). (1) The reactants are [Cl:1][C:2]1[C:3]([O:29]C)=[C:4]2[C:9](=[CH:10][CH:11]=1)[CH:8]([NH:12][C:13]1[CH:21]=[CH:20][CH:19]=[C:18]3[C:14]=1[CH:15]=[N:16][NH:17]3)[C:7]([C:23]([F:26])([F:25])[F:24])([OH:22])[CH2:6][C:5]2([CH3:28])[CH3:27].B(Br)(Br)Br. The catalyst is ClCCl. The product is [Cl:1][C:2]1[CH:11]=[CH:10][C:9]2[CH:8]([NH:12][C:13]3[CH:21]=[CH:20][CH:19]=[C:18]4[C:14]=3[CH:15]=[N:16][NH:17]4)[C:7]([C:23]([F:25])([F:26])[F:24])([OH:22])[CH2:6][C:5]([CH3:27])([CH3:28])[C:4]=2[C:3]=1[OH:29]. The yield is 0.415. (2) The reactants are [N:1]1([C:7]2[C:8]3[N:23]=[C:22]([CH2:24][N:25]4[CH2:28][CH:27]([N:29]5[CH2:34][CH2:33][O:32][CH2:31][CH2:30]5)[CH2:26]4)[S:21][C:9]=3[N:10]=[C:11]([NH:13][C:14]3[C:15]([NH2:20])=[CH:16][CH:17]=[CH:18][CH:19]=3)[N:12]=2)[CH2:6][CH2:5][O:4][CH2:3][CH2:2]1.[C:35](N1C=CN=C1)(N1C=CN=C1)=[O:36]. The catalyst is O1CCOCC1. The product is [O:4]1[CH2:5][CH2:6][N:1]([C:7]2[C:8]3[N:23]=[C:22]([CH2:24][N:25]4[CH2:28][CH:27]([N:29]5[CH2:34][CH2:33][O:32][CH2:31][CH2:30]5)[CH2:26]4)[S:21][C:9]=3[N:10]=[C:11]([N:13]3[C:14]4[CH:19]=[CH:18][CH:17]=[CH:16][C:15]=4[NH:20][C:35]3=[O:36])[N:12]=2)[CH2:2][CH2:3]1. The yield is 0.570. (3) The reactants are [Br:1][C:2]1[CH:10]=[C:9]2[C:5]([CH:6]=[C:7]([C:11]([N:13]3[CH2:18][CH2:17][N:16]([S:19]([CH:22]4[CH2:24][CH2:23]4)(=[O:21])=[O:20])[CH2:15][CH2:14]3)=[O:12])[NH:8]2)=[CH:4][C:3]=1[O:25][CH:26]1[CH2:31][CH2:30][N:29]([CH:32]([CH3:34])[CH3:33])[CH2:28][CH2:27]1.[H-].[Na+].Br[CH2:38][CH2:39][O:40][Si:41]([C:44]([CH3:47])([CH3:46])[CH3:45])([CH3:43])[CH3:42]. The catalyst is CN(C)C=O. The product is [Br:1][C:2]1[CH:10]=[C:9]2[C:5]([CH:6]=[C:7]([C:11]([N:13]3[CH2:14][CH2:15][N:16]([S:19]([CH:22]4[CH2:24][CH2:23]4)(=[O:20])=[O:21])[CH2:17][CH2:18]3)=[O:12])[N:8]2[CH2:38][CH2:39][O:40][Si:41]([C:44]([CH3:47])([CH3:46])[CH3:45])([CH3:43])[CH3:42])=[CH:4][C:3]=1[O:25][CH:26]1[CH2:31][CH2:30][N:29]([CH:32]([CH3:34])[CH3:33])[CH2:28][CH2:27]1. The yield is 0.360. (4) The reactants are F[C:2]1[CH:7]=[CH:6][C:5]([N+:8]([O-:10])=[O:9])=[CH:4][C:3]=1[N:11]1[CH:15]=[CH:14][CH:13]=[C:12]1[CH:16]=[O:17].[BH4-].[Na+]. The catalyst is C(O)C. The product is [N+:8]([C:5]1[CH:6]=[CH:7][C:2]2[O:17][CH2:16][C:12]3[N:11]([CH:15]=[CH:14][CH:13]=3)[C:3]=2[CH:4]=1)([O-:10])=[O:9]. The yield is 0.680. (5) The reactants are [C:1]([N:5]1[C:10](=[O:11])[C:9]([Cl:12])=[C:8]([O:13][CH2:14][C:15]2[CH:20]=[CH:19][C:18]([CH2:21][CH2:22][CH2:23][CH2:24][O:25][Si](C(C)(C)C)(C)C)=[CH:17][CH:16]=2)[CH:7]=[N:6]1)([CH3:4])([CH3:3])[CH3:2].[F-].C([NH3+])(C)(C)C. The catalyst is O1CCCC1. The product is [C:1]([N:5]1[C:10](=[O:11])[C:9]([Cl:12])=[C:8]([O:13][CH2:14][C:15]2[CH:16]=[CH:17][C:18]([CH2:21][CH2:22][CH2:23][CH2:24][OH:25])=[CH:19][CH:20]=2)[CH:7]=[N:6]1)([CH3:4])([CH3:3])[CH3:2]. The yield is 0.770. (6) The reactants are [C:1]12([N:6]3[C:10]4[N:11]=[C:12](Cl)[N:13]=[CH:14][C:9]=4[C:8]([C:16]([C:18]4[CH:19]=[N:20][CH:21]=[C:22]([Br:24])[CH:23]=4)=[O:17])=[CH:7]3)[CH2:5][CH:3]([CH2:4]1)[CH2:2]2.[CH3:25][O:26][C:27]1[CH:34]=[CH:33][C:30]([CH2:31][NH2:32])=[CH:29][CH:28]=1.CCN(C(C)C)C(C)C. The catalyst is O1CCOCC1. The product is [C:1]12([N:6]3[C:10]4[N:11]=[C:12]([NH:32][CH2:31][C:30]5[CH:33]=[CH:34][C:27]([O:26][CH3:25])=[CH:28][CH:29]=5)[N:13]=[CH:14][C:9]=4[C:8]([C:16]([C:18]4[CH:19]=[N:20][CH:21]=[C:22]([Br:24])[CH:23]=4)=[O:17])=[CH:7]3)[CH2:5][CH:3]([CH2:4]1)[CH2:2]2. The yield is 0.840.